From a dataset of Peptide-MHC class I binding affinity with 185,985 pairs from IEDB/IMGT. Regression. Given a peptide amino acid sequence and an MHC pseudo amino acid sequence, predict their binding affinity value. This is MHC class I binding data. (1) The peptide sequence is FQPQNGQFI. The MHC is HLA-A30:02 with pseudo-sequence HLA-A30:02. The binding affinity (normalized) is 0. (2) The peptide sequence is FLRGRAYGL. The MHC is HLA-A02:03 with pseudo-sequence HLA-A02:03. The binding affinity (normalized) is 0.500.